Dataset: Catalyst prediction with 721,799 reactions and 888 catalyst types from USPTO. Task: Predict which catalyst facilitates the given reaction. (1) Reactant: [F:1][C:2]1[CH:7]=[CH:6][C:5]([C:8]2[C:9]([C:14]3[CH:19]=[CH:18][N:17]=[CH:16][CH:15]=3)=[N:10][C:11](=[S:13])[N:12]=2)=[CH:4][CH:3]=1.[O-]CC.[Na+]. Product: [F:1][C:2]1[CH:3]=[CH:4][C:5]([C:8]2[NH:12][C:11]([SH:13])=[N:10][C:9]=2[C:14]2[CH:19]=[CH:18][N:17]=[CH:16][CH:15]=2)=[CH:6][CH:7]=1. The catalyst class is: 5. (2) Reactant: Cl.[NH2:2][C:3]1[C:10]([Cl:11])=[CH:9][C:8]([N+:12]([O-])=O)=[CH:7][C:4]=1[C:5]#[N:6].C(=O)([O-])[O-].[Na+].[Na+]. Product: [NH2:2][C:3]1[C:10]([Cl:11])=[CH:9][C:8]([NH2:12])=[CH:7][C:4]=1[C:5]#[N:6]. The catalyst class is: 772. (3) Reactant: [Si]([O:8][C@@H:9]1[C@@:44]2([CH3:45])[C:13](=[CH:14][CH:15]=[C:16]3[C@@H:43]2[CH2:42][CH2:41][C@@:40]2([CH3:46])[C@H:17]3[CH2:18][CH:19]=[C:20]2[C@@H:21]([O:23][CH2:24]/[CH:25]=[CH:26]\[C:27]([CH2:38][CH3:39])([O:30][Si](CC)(CC)CC)[CH2:28][CH3:29])[CH3:22])[CH2:12][C@@H:11]([O:47][Si](C(C)(C)C)(C)C)[CH2:10]1)(C(C)(C)C)(C)C.[F-].C([N+](CCCC)(CCCC)CCCC)CCC. Product: [OH:8][C@@H:9]1[C@@:44]2([CH3:45])[C:13](=[CH:14][CH:15]=[C:16]3[C@@H:43]2[CH2:42][CH2:41][C@@:40]2([CH3:46])[C@H:17]3[CH2:18][CH:19]=[C:20]2[C@@H:21]([O:23][CH2:24]/[CH:25]=[CH:26]\[C:27]([CH2:38][CH3:39])([OH:30])[CH2:28][CH3:29])[CH3:22])[CH2:12][C@@H:11]([OH:47])[CH2:10]1. The catalyst class is: 7. (4) Reactant: C[O:2][C:3]([C:5]1[S:6][C:7]2[C:15]([CH:16]=1)=[CH:14][N:13]=[C:12]1[C:8]=2[CH:9]=[CH:10][NH:11]1)=[O:4].[Li+].[OH-].C(O)(=O)C. Product: [S:6]1[C:7]2[C:15](=[CH:14][N:13]=[C:12]3[C:8]=2[CH:9]=[CH:10][NH:11]3)[CH:16]=[C:5]1[C:3]([OH:4])=[O:2]. The catalyst class is: 20. (5) Reactant: [C:1]([N:11]1[CH2:19][CH2:18][CH2:17][C@@H:13](C(O)=O)[CH2:12]1)([O:3][CH2:4][C:5]1[CH:10]=[CH:9][CH:8]=[CH:7][CH:6]=1)=[O:2].[C:20]([OH:24])([CH3:23])([CH3:22])[CH3:21].C([N:27]([CH2:30]C)CC)C.C1C=CC(P(N=[N+]=[N-])(C2C=CC=CC=2)=[O:39])=CC=1. Product: [CH2:4]([O:3][C:1]([N:11]1[CH2:19][CH2:18][CH2:17][CH:13]([NH:27][C:30]([O:24][C:20]([CH3:23])([CH3:22])[CH3:21])=[O:39])[CH2:12]1)=[O:2])[C:5]1[CH:6]=[CH:7][CH:8]=[CH:9][CH:10]=1. The catalyst class is: 260. (6) Reactant: I[C:2]1[CH:7]=[CH:6][C:5]([NH:8][C:9]([C:11]2[N:12]=[CH:13][S:14][CH:15]=2)=[O:10])=[CH:4][CH:3]=1.[CH3:16][CH:17]([N:19]([C:32]([C@H:34]1[CH2:39][CH2:38][C@H:37]([C:40]([F:43])([F:42])[F:41])[CH2:36][CH2:35]1)=[O:33])[C:20]1[CH:21]=[C:22](B(O)O)[S:23][C:24]=1[C:25]([O:27][CH3:28])=[O:26])[CH3:18].P([O-])([O-])([O-])=O.[K+].[K+].[K+]. Product: [CH3:18][CH:17]([N:19]([C:32]([C@H:34]1[CH2:35][CH2:36][C@H:37]([C:40]([F:43])([F:42])[F:41])[CH2:38][CH2:39]1)=[O:33])[C:20]1[CH:21]=[C:22]([C:2]2[CH:7]=[CH:6][C:5]([NH:8][C:9]([C:11]3[N:12]=[CH:13][S:14][CH:15]=3)=[O:10])=[CH:4][CH:3]=2)[S:23][C:24]=1[C:25]([O:27][CH3:28])=[O:26])[CH3:16]. The catalyst class is: 128. (7) Reactant: [N:1]([CH2:4][CH2:5][C:6]([CH3:11])([CH3:10])[CH2:7][CH:8]=[CH2:9])=[C:2]=[O:3].[NH2:12][C@@H:13]([C:18]([CH3:21])([CH3:20])[CH3:19])[C:14]([O:16][CH3:17])=[O:15]. Product: [CH3:10][C:6]([CH3:11])([CH2:7][CH:8]=[CH2:9])[CH2:5][CH2:4][NH:1][C:2](=[O:3])[NH:12][C@@H:13]([C:18]([CH3:21])([CH3:20])[CH3:19])[C:14]([O:16][CH3:17])=[O:15]. The catalyst class is: 1.